From a dataset of Reaction yield outcomes from USPTO patents with 853,638 reactions. Predict the reaction yield, written as a fraction of the theoretical maximum amount of product (1.0 means a 100% yield; for example, 0.34 means a 34% yield). (1) The reactants are [F:1][C:2]1[CH:10]=[CH:9][C:8]([I:11])=[CH:7][C:3]=1[C:4]([OH:6])=[O:5].[CH3:12]OS(OC)(=O)=O.C([O-])([O-])=O.[K+].[K+]. The catalyst is CN(C=O)C.O. The product is [F:1][C:2]1[CH:10]=[CH:9][C:8]([I:11])=[CH:7][C:3]=1[C:4]([O:6][CH3:12])=[O:5]. The yield is 0.340. (2) The reactants are CC1C=CC(S(O[CH2:12][C@H:13]2[CH2:22][CH2:21][C:20]3[C:15](=[C:16]([C:24]4[CH:29]=[CH:28][CH:27]=[CH:26][C:25]=4[C:30]4[CH:35]=[CH:34][CH:33]=[CH:32][CH:31]=4)[CH:17]=[C:18]([F:23])[CH:19]=3)[O:14]2)(=O)=O)=CC=1.[N-:36]=[N+:37]=[N-:38].[Na+]. The catalyst is CS(C)=O. The product is [N:36]([CH2:12][C@H:13]1[CH2:22][CH2:21][C:20]2[C:15](=[C:16]([C:24]3[CH:29]=[CH:28][CH:27]=[CH:26][C:25]=3[C:30]3[CH:35]=[CH:34][CH:33]=[CH:32][CH:31]=3)[CH:17]=[C:18]([F:23])[CH:19]=2)[O:14]1)=[N+:37]=[N-:38]. The yield is 0.890. (3) The reactants are Cl[C:2]1[C:7]2[CH:8]=[CH:9][O:10][C:6]=2[C:5]([CH2:11][C:12]([NH2:14])=[O:13])=[CH:4][N:3]=1.C(CN)O.[CH3:19][N:20](C)[CH:21]=O. No catalyst specified. The product is [CH3:19][N:20]([CH3:21])[C:2]1[C:7]2[CH:8]=[CH:9][O:10][C:6]=2[C:5]([CH2:11][C:12]([NH2:14])=[O:13])=[CH:4][N:3]=1. The yield is 0.430. (4) The reactants are [F:1][C:2]1[CH:7]=[CH:6][C:5]([F:8])=[CH:4][C:3]=1[C@H:9]1[CH2:13][CH2:12][CH2:11][N:10]1[C:14]1[CH:19]=[CH:18][N:17]2[N:20]=[CH:21][C:22]([NH:23][C:24](=[O:29])[C:25]([O:27]C)=[O:26])=[C:16]2[N:15]=1.O[Li].O. The catalyst is C1COCC1.CO.O. The product is [F:1][C:2]1[CH:7]=[CH:6][C:5]([F:8])=[CH:4][C:3]=1[C@H:9]1[CH2:13][CH2:12][CH2:11][N:10]1[C:14]1[CH:19]=[CH:18][N:17]2[N:20]=[CH:21][C:22]([NH:23][C:24](=[O:29])[C:25]([OH:27])=[O:26])=[C:16]2[N:15]=1. The yield is 0.520.